This data is from Forward reaction prediction with 1.9M reactions from USPTO patents (1976-2016). The task is: Predict the product of the given reaction. (1) Given the reactants [Na].[C:2]1([P:8]([C:10]2[CH:15]=[CH:14][CH:13]=[CH:12][CH:11]=2)Cl)[CH:7]=[CH:6][CH:5]=[CH:4][CH:3]=1.Cl[CH2:17][C:18]([CH2:22]Cl)([CH3:21])[CH2:19]Cl.[OH-].[Na+], predict the reaction product. The product is: [C:2]1([P:8]([CH2:17][C:18]([CH2:19][P:8]([C:10]2[CH:11]=[CH:12][CH:13]=[CH:14][CH:15]=2)[C:2]2[CH:7]=[CH:6][CH:5]=[CH:4][CH:3]=2)([CH2:22][P:8]([C:2]2[CH:3]=[CH:4][CH:5]=[CH:6][CH:7]=2)[C:10]2[CH:11]=[CH:12][CH:13]=[CH:14][CH:15]=2)[CH3:21])[C:10]2[CH:15]=[CH:14][CH:13]=[CH:12][CH:11]=2)[CH:7]=[CH:6][CH:5]=[CH:4][CH:3]=1. (2) Given the reactants FC1C=CC=CC=1[N:8]1[C:12]2[N:13]([CH3:18])[C:14](=[O:17])[CH:15]=[CH:16][C:11]=2[CH:10]=[N:9]1.[C:19]([N:23]1[C:27]2[N:28]([CH3:33])[C:29](=[O:32])[CH:30]=[CH:31][C:26]=2[CH:25]=[N:24]1)([CH3:22])([CH3:21])[CH3:20].[Br:34]Br.[OH-:36].[Na+], predict the reaction product. The product is: [C:19]([N:23]1[C:27]2[N:28]([CH3:33])[C:29](=[O:32])[CH:30]=[CH:31][C:26]=2[CH:25]=[N:24]1)([CH3:22])([CH3:21])[CH3:20].[C:14]([OH:17])(=[O:36])[CH3:15].[Br:34][C:15]1[C:14](=[O:17])[N:13]([CH3:18])[C:12]2[NH:8][N:9]=[CH:10][C:11]=2[CH:16]=1. (3) Given the reactants [CH2:1]([C:8]1[CH:9]=[N:10][C:11]2[C:16]([C:17]=1[C:18]1[CH:19]=[C:20]([NH2:24])[CH:21]=[CH:22][CH:23]=1)=[CH:15][CH:14]=[CH:13][C:12]=2[C:25]([F:28])([F:27])[F:26])[C:2]1[CH:7]=[CH:6][CH:5]=[CH:4][CH:3]=1.[N:29]1[CH:34]=[CH:33][CH:32]=[CH:31][C:30]=1[CH:35]=O, predict the reaction product. The product is: [CH2:1]([C:8]1[CH:9]=[N:10][C:11]2[C:16]([C:17]=1[C:18]1[CH:19]=[C:20]([NH:24][CH2:35][C:30]3[CH:31]=[CH:32][CH:33]=[CH:34][N:29]=3)[CH:21]=[CH:22][CH:23]=1)=[CH:15][CH:14]=[CH:13][C:12]=2[C:25]([F:28])([F:26])[F:27])[C:2]1[CH:3]=[CH:4][CH:5]=[CH:6][CH:7]=1. (4) Given the reactants Cl.[NH2:2][C@H:3]([C:6]1[CH:11]=[CH:10][N:9]=[C:8]([Br:12])[CH:7]=1)[CH2:4][OH:5].C(N(CC)CC)C.[C:20](O[C:20]([O:22][C:23]([CH3:26])([CH3:25])[CH3:24])=[O:21])([O:22][C:23]([CH3:26])([CH3:25])[CH3:24])=[O:21], predict the reaction product. The product is: [C:23]([O:22][C:20](=[O:21])[NH:2][C@H:3]([C:6]1[CH:11]=[CH:10][N:9]=[C:8]([Br:12])[CH:7]=1)[CH2:4][OH:5])([CH3:26])([CH3:25])[CH3:24]. (5) Given the reactants [C:1]([O:6][CH2:7][CH3:8])(=[O:5])[CH:2]([CH3:4])[CH3:3].C([N-]C(C)C)(C)C.[Li+].[Br:17][C:18]1[CH:23]=[CH:22][C:21]([C:24](=[O:29])[C:25]([F:28])([F:27])[F:26])=[CH:20][CH:19]=1, predict the reaction product. The product is: [Br:17][C:18]1[CH:23]=[CH:22][C:21]([C:24]([OH:29])([C:25]([F:27])([F:28])[F:26])[C:2]([CH3:4])([CH3:3])[C:1]([O:6][CH2:7][CH3:8])=[O:5])=[CH:20][CH:19]=1. (6) Given the reactants C[O:2][C:3](=[O:15])[C:4]1[CH:9]=[CH:8][CH:7]=[C:6]([CH2:10][CH2:11][CH:12]([CH3:14])[CH3:13])[CH:5]=1.[OH-].[Na+].Cl, predict the reaction product. The product is: [CH2:10]([C:6]1[CH:5]=[C:4]([CH:9]=[CH:8][CH:7]=1)[C:3]([OH:15])=[O:2])[CH2:11][CH:12]([CH3:14])[CH3:13]. (7) Given the reactants F[C:2]1[C:3]([O:9][CH2:10][C:11]#[CH:12])=[N:4][CH:5]=[C:6]([F:8])[CH:7]=1.C1C[O:16][CH2:15]C1.C[O-].[Na+].O, predict the reaction product. The product is: [F:8][C:6]1[CH:7]=[C:2]([O:16][CH3:15])[C:3]([O:9][CH2:10][C:11]#[CH:12])=[N:4][CH:5]=1.